From a dataset of Forward reaction prediction with 1.9M reactions from USPTO patents (1976-2016). Predict the product of the given reaction. (1) Given the reactants Cl[C:2]1[C:7]([CH:8]=[O:9])=[C:6]([Cl:10])[N:5]=[CH:4][N:3]=1.Cl.[NH2:12][C@H:13]([C:21]([O:23][CH3:24])=[O:22])[CH2:14][C:15]1[CH:20]=[CH:19][CH:18]=[CH:17][CH:16]=1.C(N(CC)C(C)C)(C)C, predict the reaction product. The product is: [Cl:10][C:6]1[N:5]=[CH:4][N:3]=[C:2]([NH:12][C@H:13]([C:21]([O:23][CH3:24])=[O:22])[CH2:14][C:15]2[CH:20]=[CH:19][CH:18]=[CH:17][CH:16]=2)[C:7]=1[CH:8]=[O:9]. (2) The product is: [CH3:6][C@H:7]([C@H:28]([CH3:32])[CH2:29][CH2:30][CH3:31])[C:8]([N:10]1[C@@H:14]([C:15]2[CH:20]=[CH:19][CH:18]=[CH:17][CH:16]=2)[C@@H:13]([C:21]2[CH:26]=[CH:25][CH:24]=[CH:23][CH:22]=2)[O:12][C:11]1=[O:27])=[O:9]. Given the reactants [Li+].[Cl-].C[Mg]Cl.[CH3:6]/[C:7](=[CH:28]\[CH2:29][CH2:30][CH3:31])/[C:8]([N:10]1[C@@H:14]([C:15]2[CH:20]=[CH:19][CH:18]=[CH:17][CH:16]=2)[C@@H:13]([C:21]2[CH:26]=[CH:25][CH:24]=[CH:23][CH:22]=2)[O:12][C:11]1=[O:27])=[O:9].[C:32](O)(=O)C, predict the reaction product. (3) Given the reactants Br[C:2]1[CH:9]=[CH:8][C:7]([F:10])=[CH:6][C:3]=1C#N.[Li][CH2:12]CCC.[CH2:16]([Sn:20]([CH2:26][CH2:27][CH2:28][CH3:29])([CH2:22][CH2:23][CH2:24][CH3:25])Cl)[CH2:17][CH2:18][CH3:19].[NH4+:30].[Cl-], predict the reaction product. The product is: [F:10][C:7]1[CH:8]=[CH:9][C:2]([C:12]#[N:30])=[C:3]([Sn:20]([CH2:26][CH2:27][CH2:28][CH3:29])([CH2:22][CH2:23][CH2:24][CH3:25])[CH2:16][CH2:17][CH2:18][CH3:19])[CH:6]=1.